Dataset: Catalyst prediction with 721,799 reactions and 888 catalyst types from USPTO. Task: Predict which catalyst facilitates the given reaction. (1) Reactant: C(OCC(C)(NS(C(F)(F)F)(=O)=O)C)(=O)C(C)=C.C(OC1(CC)CCCC1)(=O)C(C)=C.[C:32]([O:37][C:38]12[CH2:47][CH:42]3[CH2:43][CH:44]([CH2:46][C:40]([OH:48])([CH2:41]3)[CH2:39]1)[CH2:45]2)(=[O:36])[C:33](C)=[CH2:34].N(C(C)(C)C#N)=NC(C)(C)C#N. Product: [CH2:34]=[CH:33][C:32]([O:37][C:38]12[CH2:39][C:40]3([OH:48])[CH2:46][CH:44]([CH2:43][CH:42]([CH2:41]3)[CH2:47]1)[CH2:45]2)=[O:36]. The catalyst class is: 311. (2) Reactant: [Br:1][C:2]1[C:14]([CH3:15])=[CH:13][C:5]([O:6][C:7]([CH3:12])([CH3:11])[C:8](O)=[O:9])=[CH:4][C:3]=1[CH3:16].C(N1C=CN=C1)([N:19]1C=CN=C1)=O.O.[OH-].[NH4+]. Product: [Br:1][C:2]1[C:14]([CH3:15])=[CH:13][C:5]([O:6][C:7]([CH3:12])([CH3:11])[C:8]([NH2:19])=[O:9])=[CH:4][C:3]=1[CH3:16]. The catalyst class is: 7. (3) Reactant: [CH2:1]([N:3]1[C:12]2[C:7](=[CH:8][CH:9]=[C:10]([O:23][CH2:24][C:25]3[CH:30]=[CH:29][C:28]([O:31][CH3:32])=[CH:27][CH:26]=3)[C:11]=2[O:13][CH2:14][C:15]2[CH:20]=[CH:19][C:18]([O:21][CH3:22])=[CH:17][CH:16]=2)[C:6](=[O:33])[C:5]([C:34](O)=[O:35])=[CH:4]1)[CH3:2].ClC(OCC(C)C)=O.CC(C[AlH]CC(C)C)C. Product: [CH2:1]([N:3]1[C:12]2[C:7](=[CH:8][CH:9]=[C:10]([O:23][CH2:24][C:25]3[CH:26]=[CH:27][C:28]([O:31][CH3:32])=[CH:29][CH:30]=3)[C:11]=2[O:13][CH2:14][C:15]2[CH:16]=[CH:17][C:18]([O:21][CH3:22])=[CH:19][CH:20]=2)[C:6](=[O:33])[C:5]([CH2:34][OH:35])=[CH:4]1)[CH3:2]. The catalyst class is: 207. (4) Reactant: C[O:2][C:3]([C:5]1[O:9][N:8]=[C:7]([C:10]2[CH:15]=[CH:14][CH:13]=[CH:12][N:11]=2)[CH:6]=1)=[O:4].[Li+].[OH-]. Product: [N:11]1[CH:12]=[CH:13][CH:14]=[CH:15][C:10]=1[C:7]1[CH:6]=[C:5]([C:3]([OH:4])=[O:2])[O:9][N:8]=1. The catalyst class is: 5. (5) The catalyst class is: 7. Product: [C:3]([C:5]1[CH:6]=[CH:7][C:8]([CH:11]2[N:16]([CH2:17][C:18]([OH:20])=[O:19])[C:15](=[O:23])[N:14]([C:24]3[CH:29]=[CH:28][CH:27]=[C:26]([C:30]([F:33])([F:31])[F:32])[CH:25]=3)[C:13]3[CH2:34][CH2:35][N:36]([CH3:39])[C:37](=[O:38])[C:12]2=3)=[CH:9][CH:10]=1)#[N:4]. Reactant: [OH-].[Na+].[C:3]([C:5]1[CH:10]=[CH:9][C:8]([CH:11]2[N:16]([CH2:17][C:18]([O:20]CC)=[O:19])[C:15](=[O:23])[N:14]([C:24]3[CH:29]=[CH:28][CH:27]=[C:26]([C:30]([F:33])([F:32])[F:31])[CH:25]=3)[C:13]3[CH2:34][CH2:35][N:36]([CH3:39])[C:37](=[O:38])[C:12]2=3)=[CH:7][CH:6]=1)#[N:4].Cl.